Task: Predict the product of the given reaction.. Dataset: Forward reaction prediction with 1.9M reactions from USPTO patents (1976-2016) The product is: [F:1][C:2]1[CH:3]=[C:4]2[C:5](=[CH:6][C:7]=1[F:8])[NH:9][C:12](=[O:13])[CH:11]=[N:10]2. Given the reactants [F:1][C:2]1[CH:3]=[C:4]([NH2:10])[C:5]([NH2:9])=[CH:6][C:7]=1[F:8].[C:11](OCC)(=O)[CH:12]=[O:13], predict the reaction product.